Dataset: Catalyst prediction with 721,799 reactions and 888 catalyst types from USPTO. Task: Predict which catalyst facilitates the given reaction. Reactant: [CH2:1]([N:8]1[CH:12]=[CH:11][N:10]=[C:9]1[C:13]1[CH:14]=[N:15][CH:16]=[CH:17][CH:18]=1)[C:2]1[CH:7]=[CH:6][CH:5]=[CH:4][CH:3]=1.[C:19]([C:21]1[CH:22]=[N:23][CH:24]=[CH:25][CH:26]=1)#[N:20].B(O)(O)[C:28]1[CH:33]=CC=[C:30](F)[CH:29]=1. Product: [C:25]1([C:24]2[N:20]=[CH:19][C:21]([C:12]3[NH:8][C:9]([C:13]4[CH:14]=[N:15][CH:16]=[CH:17][CH:18]=4)=[N:10][CH:11]=3)=[CH:22][N:23]=2)[CH:26]=[CH:30][CH:29]=[CH:28][CH:33]=1.[CH2:1]([N:8]1[CH:12]=[CH:11][N:10]=[C:9]1[C:13]1[CH:14]=[N:15][CH:16]=[CH:17][CH:18]=1)[C:2]1[CH:3]=[CH:4][CH:5]=[CH:6][CH:7]=1. The catalyst class is: 98.